Dataset: Full USPTO retrosynthesis dataset with 1.9M reactions from patents (1976-2016). Task: Predict the reactants needed to synthesize the given product. (1) The reactants are: [Br:1][C:2]1[CH:8]=[CH:7][C:5]([NH2:6])=[CH:4][CH:3]=1.[CH2:9]([O:11]/[CH:12]=[CH:13]/[C:14](Cl)=[O:15])[CH3:10].O. Given the product [Br:1][C:2]1[CH:8]=[CH:7][C:5]([NH:6][C:14](=[O:15])/[CH:13]=[CH:12]/[O:11][CH2:9][CH3:10])=[CH:4][CH:3]=1, predict the reactants needed to synthesize it. (2) Given the product [Br:1][C:2]1[CH:7]=[CH:6][C:5]([O:8][C:10]2[C:11](=[O:15])[CH2:12][CH2:13][CH:14]=2)=[CH:4][CH:3]=1, predict the reactants needed to synthesize it. The reactants are: [Br:1][C:2]1[CH:7]=[CH:6][C:5]([OH:8])=[CH:4][CH:3]=1.Br[C:10]1(Br)[CH2:14][CH2:13][CH2:12][C:11]1=[O:15].CCN(C(C)C)C(C)C. (3) Given the product [F:32][C@H:33]1[C@H:38]([N:53]2[C:49](=[O:59])[C:50]3[C:51](=[CH:55][CH:56]=[CH:57][CH:58]=3)[C:52]2=[O:54])[CH:37]=[C:36]([C:40]2[CH:45]=[CH:44][N:43]=[CH:42][C:41]=2[N+:46]([O-:48])=[O:47])[CH2:35][CH2:34]1, predict the reactants needed to synthesize it. The reactants are: C(P(CCCC)CCCC)CCC.N(C(N1CCCCC1)=O)=NC(N1CCCCC1)=O.[F:32][CH:33]1[CH:38](O)[CH:37]=[C:36]([C:40]2[CH:45]=[CH:44][N:43]=[CH:42][C:41]=2[N+:46]([O-:48])=[O:47])[CH2:35][CH2:34]1.[C:49]1(=[O:59])[NH:53][C:52](=[O:54])[C:51]2=[CH:55][CH:56]=[CH:57][CH:58]=[C:50]12.N#N. (4) Given the product [NH2:1][C:4]1[CH:5]=[C:6]2[C:11](=[CH:12][CH:13]=1)[N:10]=[CH:9][NH:8][C:7]2=[O:14], predict the reactants needed to synthesize it. The reactants are: [N+:1]([C:4]1[CH:5]=[C:6]2[C:11](=[CH:12][CH:13]=1)[N:10]=[CH:9][NH:8][C:7]2=[O:14])([O-])=O. (5) Given the product [Cl:29][C:27]1[S:26][C:24]2[NH:25][C:21]([C:19]([NH:18][C@@H:10]3[CH2:11][C:12]4[C:17](=[CH:16][CH:15]=[CH:14][CH:13]=4)[C@H:9]3[NH:8][C:32](=[O:33])[CH2:31][Cl:30])=[O:20])=[CH:22][C:23]=2[CH:28]=1, predict the reactants needed to synthesize it. The reactants are: CCN(CC)CC.[NH2:8][C@@H:9]1[C:17]2[C:12](=[CH:13][CH:14]=[CH:15][CH:16]=2)[CH2:11][C@H:10]1[NH:18][C:19]([C:21]1[NH:25][C:24]2[S:26][C:27]([Cl:29])=[CH:28][C:23]=2[CH:22]=1)=[O:20].[Cl:30][CH2:31][C:32](Cl)=[O:33].C([O-])(O)=O.[Na+]. (6) Given the product [CH3:11][N:12]([CH3:21])[C:13]1[CH:20]=[CH:19][C:16]([CH2:17][NH:10][C:8]2[CH:7]=[CH:6][C:5]3[NH:1][CH:2]=[N:3][C:4]=3[CH:9]=2)=[CH:15][CH:14]=1, predict the reactants needed to synthesize it. The reactants are: [N:1]1[C:5]2[CH:6]=[CH:7][C:8]([NH2:10])=[CH:9][C:4]=2[NH:3][CH:2]=1.[CH3:11][N:12]([CH3:21])[C:13]1[CH:20]=[CH:19][C:16]([CH:17]=O)=[CH:15][CH:14]=1.[BH4-].[Na+].[OH-].[Na+].